This data is from Reaction yield outcomes from USPTO patents with 853,638 reactions. The task is: Predict the reaction yield, written as a fraction of the theoretical maximum amount of product (1.0 means a 100% yield; for example, 0.34 means a 34% yield). The reactants are Br[C:2]1[CH:3]=[C:4]([S:8]([NH:11][C:12]2[CH:17]=[CH:16][CH:15]=[CH:14][CH:13]=2)(=[O:10])=[O:9])[CH:5]=[CH:6][CH:7]=1.C1C=CC=CC=1.C(N(CC)CC)C.[CH2:31]([OH:34])[C:32]#[CH:33]. The catalyst is Cl.C1C=CC([P]([Pd]([P](C2C=CC=CC=2)(C2C=CC=CC=2)C2C=CC=CC=2)([P](C2C=CC=CC=2)(C2C=CC=CC=2)C2C=CC=CC=2)[P](C2C=CC=CC=2)(C2C=CC=CC=2)C2C=CC=CC=2)(C2C=CC=CC=2)C2C=CC=CC=2)=CC=1.[Cu](I)I. The product is [OH:34][CH2:31][C:32]#[C:33][C:2]1[CH:3]=[C:4]([S:8]([NH:11][C:12]2[CH:17]=[CH:16][CH:15]=[CH:14][CH:13]=2)(=[O:10])=[O:9])[CH:5]=[CH:6][CH:7]=1. The yield is 0.640.